From a dataset of Full USPTO retrosynthesis dataset with 1.9M reactions from patents (1976-2016). Predict the reactants needed to synthesize the given product. (1) Given the product [F:1][C:2]1[CH:7]=[C:6]([F:8])[CH:5]=[CH:4][C:3]=1[NH:9][C:10](=[O:11])[NH:12][C:13]1[CH:18]=[CH:17][C:16]([C:19]2[CH:23]=[C:22]([C:24]([NH:26][CH:27]([CH2:32][C:33]3[CH:34]=[CH:35][CH:36]=[CH:37][CH:38]=3)[C:28]([O:30][CH3:31])=[O:29])=[O:25])[O:21][N:20]=2)=[CH:15][CH:14]=1, predict the reactants needed to synthesize it. The reactants are: [F:1][C:2]1[CH:7]=[C:6]([F:8])[CH:5]=[CH:4][C:3]=1[N:9]=[C:10]=[O:11].[NH2:12][C:13]1[CH:18]=[CH:17][C:16]([C:19]2[CH:23]=[C:22]([C:24]([NH:26][CH:27]([CH2:32][C:33]3[CH:38]=[CH:37][CH:36]=[CH:35][CH:34]=3)[C:28]([O:30][CH3:31])=[O:29])=[O:25])[O:21][N:20]=2)=[CH:15][CH:14]=1. (2) The reactants are: [NH2:1][C:2]1[CH:9]=[CH:8][CH:7]=[C:6](Br)[C:3]=1[C:4]#[N:5].[C:11]([Si](C)(C)C)#[CH:12].[OH-].[Na+]. Given the product [NH2:1][C:2]1[CH:9]=[CH:8][CH:7]=[C:6]([C:11]#[CH:12])[C:3]=1[C:4]#[N:5], predict the reactants needed to synthesize it.